From a dataset of Reaction yield outcomes from USPTO patents with 853,638 reactions. Predict the reaction yield, written as a fraction of the theoretical maximum amount of product (1.0 means a 100% yield; for example, 0.34 means a 34% yield). (1) The reactants are [C:1]1([C:11]([OH:13])=[O:12])[C:10]2C(=CC=CC=2)C=[CH:3][N:2]=1.C(N(CC)C(C)C)(C)C.[CH:23]1[CH:24]=[CH:25][C:26]2N(O)N=N[C:27]=2[CH:28]=1.C(Cl)CCl.N1C2C=CC=CC=2N=C1CN(C1C2N=CC=CC=2CCC1)CCCN. The catalyst is CN(C=O)C.CCOC(C)=O.[Cl-].[Na+].O.O. The product is [CH:3]1[C:26]2[C:27](=[CH:28][CH:23]=[CH:24][CH:25]=2)[CH:10]=[C:1]([C:11]([OH:13])=[O:12])[N:2]=1. The yield is 0.540. (2) The reactants are [Cl:1][C:2]1[CH:3]=[C:4]([C:18]([O:20]C)=[O:19])[C:5]2[N:6]([CH:8]=[C:9]([C:11]3[CH:16]=[CH:15][CH:14]=[C:13]([F:17])[CH:12]=3)[N:10]=2)[N:7]=1.[OH-].[Na+]. The catalyst is C1COCC1.O. The product is [Cl:1][C:2]1[CH:3]=[C:4]([C:18]([OH:20])=[O:19])[C:5]2[N:6]([CH:8]=[C:9]([C:11]3[CH:16]=[CH:15][CH:14]=[C:13]([F:17])[CH:12]=3)[N:10]=2)[N:7]=1. The yield is 0.681. (3) The yield is 0.270. The reactants are [OH:1][CH:2]1[CH2:7][CH2:6][CH2:5][CH:4]([NH:8][C:9]([C:11]2[C:19]3[C:14](=[N:15][CH:16]=[C:17]([C:20]4[C:28]5[C:23](=[CH:24][C:25]([Cl:29])=[CH:26][CH:27]=5)[N:22]([CH3:30])[N:21]=4)[N:18]=3)[NH:13][CH:12]=2)=[O:10])[CH2:3]1.ClCCl.CC(OI1(OC(C)=O)(OC(C)=O)OC(=O)C2C=CC=CC1=2)=O.CN(C=O)C. The catalyst is CCOC(C)=O. The product is [O:1]=[C:2]1[CH2:7][CH2:6][CH2:5][CH:4]([NH:8][C:9]([C:11]2[C:19]3[C:14](=[N:15][CH:16]=[C:17]([C:20]4[C:28]5[C:23](=[CH:24][C:25]([Cl:29])=[CH:26][CH:27]=5)[N:22]([CH3:30])[N:21]=4)[N:18]=3)[NH:13][CH:12]=2)=[O:10])[CH2:3]1.